This data is from Hepatocyte clearance measurements from AstraZeneca. The task is: Regression/Classification. Given a drug SMILES string, predict its absorption, distribution, metabolism, or excretion properties. Task type varies by dataset: regression for continuous measurements (e.g., permeability, clearance, half-life) or binary classification for categorical outcomes (e.g., BBB penetration, CYP inhibition). For this dataset (clearance_hepatocyte_az), we predict log10(clearance) (log10 of the in vitro intrinsic clearance, CLint, in uL/min per 10^6 hepatocytes; values are censored to the assay range of 3 to 150, which is 0.477 to 2.18 on this log10 scale). (1) The molecule is Cc1[nH]c2ccc(-c3nnc(SCC(=O)N4CCCc5ccccc54)o3)cc2c1C. The log10(clearance) is 2.18. (2) The molecule is C[N+]1(C)CCC(OC(=O)C(O)(c2ccccc2)C2CCCC2)C1. The log10(clearance) is 1.96. (3) The compound is C[C@]1(O)C[C@@H](c2nc(-c3ccc4ccc(-c5ccccc5)nc4c3)c3c(N)nccn32)C1. The log10(clearance) is 1.23. (4) The molecule is C[C@@H](O)[C@H]1C(=O)N2C(C(=O)OCOC(=O)C(C)(C)C)=C(SC3CN(C4=NCCS4)C3)[C@H](C)[C@H]12. The log10(clearance) is 2.18. (5) The drug is CCOc1ccc2ccc(=O)oc2c1. The log10(clearance) is 1.81.